This data is from Forward reaction prediction with 1.9M reactions from USPTO patents (1976-2016). The task is: Predict the product of the given reaction. (1) Given the reactants [Cl:1][C:2]1[C:7]([Cl:8])=[CH:6][C:5]([NH2:9])=[C:4]([NH2:10])[CH:3]=1.C([O:15][C:16](=O)[CH2:17][C:18]([C:20]1[CH:25]=[CH:24][CH:23]=[C:22]([C:26]2[CH:31]=[C:30]([CH3:32])[N:29]=[C:28]([CH3:33])[CH:27]=2)[CH:21]=1)=O)(C)(C)C, predict the reaction product. The product is: [Cl:1][C:2]1[C:7]([Cl:8])=[CH:6][C:5]2[NH:9][C:16](=[O:15])[CH2:17][C:18]([C:20]3[CH:25]=[CH:24][CH:23]=[C:22]([C:26]4[CH:27]=[C:28]([CH3:33])[N:29]=[C:30]([CH3:32])[CH:31]=4)[CH:21]=3)=[N:10][C:4]=2[CH:3]=1. (2) Given the reactants Br[C:2]1[CH:3]=[C:4]([N:9]2[C:21]3[CH:20]=[CH:19][CH:18]=[CH:17][C:16]=3[C:15]3[C:10]2=[CH:11][CH:12]=[CH:13][CH:14]=3)[CH:5]=[C:6](Br)[CH:7]=1.[Cl:22][C:23]1[N:28]=[CH:27][C:26](B(O)O)=[CH:25][N:24]=1.C(=O)([O-])[O-].[Na+].[Na+].[CH2:38]([CH2:41]OC)OC, predict the reaction product. The product is: [CH:20]1[C:21]2[N:9]([C:4]3[CH:3]=[C:2]([C:38]4[CH:41]=[N:28][C:23]([Cl:22])=[N:24][CH:25]=4)[CH:7]=[C:6]([C:26]4[CH:25]=[N:24][C:23]([Cl:22])=[N:28][CH:27]=4)[CH:5]=3)[C:10]3[C:15](=[CH:14][CH:13]=[CH:12][CH:11]=3)[C:16]=2[CH:17]=[CH:18][CH:19]=1. (3) The product is: [Br:3][C:4]1[C:9]([CH3:10])=[CH:8][C:7]([N:11]([C:12]2[NH:21][CH:20]=[CH:19][N:14]=2)[CH3:15])=[CH:6][C:5]=1[CH3:16]. Given the reactants IC.[Br:3][C:4]1[C:9]([CH3:10])=[CH:8][C:7]([N:11]([CH3:15])[C:12]([NH2:14])=S)=[CH:6][C:5]=1[CH3:16].CO[CH:19](OC)[CH2:20][NH2:21], predict the reaction product. (4) Given the reactants C[O:2][C:3](=[O:36])[CH2:4][C:5]1[CH:10]=[CH:9][C:8]([Cl:11])=[C:7]([O:12][CH2:13][CH2:14][N:15]2[CH2:20][CH:19]([CH3:21])[N:18]([C:22]3[S:23][C:24]4[CH:30]=[C:29]([C:31]([F:34])([F:33])[F:32])[CH:28]=[CH:27][C:25]=4[N:26]=3)[CH:17]([CH3:35])[CH2:16]2)[CH:6]=1.[OH-].[Na+].O1CCCC1.Cl, predict the reaction product. The product is: [Cl:11][C:8]1[CH:9]=[CH:10][C:5]([CH2:4][C:3]([OH:36])=[O:2])=[CH:6][C:7]=1[O:12][CH2:13][CH2:14][N:15]1[CH2:20][CH:19]([CH3:21])[N:18]([C:22]2[S:23][C:24]3[CH:30]=[C:29]([C:31]([F:34])([F:32])[F:33])[CH:28]=[CH:27][C:25]=3[N:26]=2)[CH:17]([CH3:35])[CH2:16]1.